Dataset: Catalyst prediction with 721,799 reactions and 888 catalyst types from USPTO. Task: Predict which catalyst facilitates the given reaction. (1) Reactant: [Cl:1][C:2]1[N:6](S(N(C)C)(=O)=O)[N:5]=[C:4]([C:13]([F:16])([F:15])[F:14])[CH:3]=1.FC(F)(F)C(O)=O. Product: [Cl:1][C:2]1[NH:6][N:5]=[C:4]([C:13]([F:16])([F:15])[F:14])[CH:3]=1. The catalyst class is: 4. (2) Reactant: [F:1][C:2]1[C:8](F)=[C:7]([F:10])[CH:6]=[C:5]([N+:11]([O-:13])=[O:12])[C:3]=1[NH2:4].[OH:14][C:15]1[CH:22]=[CH:21][C:18]([CH:19]=[O:20])=[CH:17][CH:16]=1.C([O-])([O-])=O.[Cs+].[Cs+]. Product: [NH2:4][C:3]1[C:2]([F:1])=[C:8]([O:14][C:15]2[CH:22]=[CH:21][C:18]([CH:19]=[O:20])=[CH:17][CH:16]=2)[C:7]([F:10])=[CH:6][C:5]=1[N+:11]([O-:13])=[O:12]. The catalyst class is: 9. (3) Product: [Cl:21][CH2:17][C:5]1[C:6]([CH:9]2[CH2:14][CH2:13][C:12]([F:16])([F:15])[CH2:11][CH2:10]2)=[N:7][O:8][C:4]=1[CH:1]1[CH2:3][CH2:2]1. Reactant: [CH:1]1([C:4]2[O:8][N:7]=[C:6]([CH:9]3[CH2:14][CH2:13][C:12]([F:16])([F:15])[CH2:11][CH2:10]3)[C:5]=2[CH2:17]O)[CH2:3][CH2:2]1.S(Cl)([Cl:21])=O. The catalyst class is: 2. (4) Reactant: [O:1]=[C:2]1[NH:8][C:7]2[CH:9]=[CH:10][CH:11]=[CH:12][C:6]=2[N:5]2[CH2:13][CH2:14][N:15](C(OC(C)(C)C)=O)[CH2:16][CH:4]2[CH2:3]1.[H-].[Na+].[CH3:26]I.Cl. Product: [CH3:26][N:8]1[C:7]2[CH:9]=[CH:10][CH:11]=[CH:12][C:6]=2[N:5]2[CH2:13][CH2:14][NH:15][CH2:16][CH:4]2[CH2:3][C:2]1=[O:1]. The catalyst class is: 9. (5) Reactant: O.[C:2]([OH:6])(=[O:5])[CH:3]=O.[NH:7]1[CH2:11][CH2:10][CH2:9][CH2:8]1.[S:12]1[CH:16]=[CH:15][C:14](B(O)O)=[CH:13]1. Product: [N:7]1([CH:3]([C:14]2[CH:15]=[CH:16][S:12][CH:13]=2)[C:2]([OH:6])=[O:5])[CH2:11][CH2:10][CH2:9][CH2:8]1. The catalyst class is: 2. (6) Reactant: [Br:1][C:2]1[S:6][C:5]2=[C:7](C(O)=O)[N:8]=[CH:9][N:4]2[CH:3]=1.[OH-].[Na+]. Product: [Br:1][C:2]1[S:6][C:5]2=[CH:7][N:8]=[CH:9][N:4]2[CH:3]=1. The catalyst class is: 196.